Dataset: Full USPTO retrosynthesis dataset with 1.9M reactions from patents (1976-2016). Task: Predict the reactants needed to synthesize the given product. (1) Given the product [C:1]([O:5][C:6]1[CH:7]=[CH:8][C:9]([CH:10]=[CH2:11])=[CH:12][CH:13]=1)([CH3:4])([CH3:2])[CH3:3].[C:14]([O:18][CH:19]1[CH2:24][CH2:23][CH2:22][CH2:21][CH2:20]1)(=[O:17])[CH:15]=[CH2:16], predict the reactants needed to synthesize it. The reactants are: [C:1]([O:5][C:6]1[CH:13]=[CH:12][C:9]([CH:10]=[CH2:11])=[CH:8][CH:7]=1)([CH3:4])([CH3:3])[CH3:2].[C:14]([O:18][CH:19]1[CH2:24][CH2:23][CH2:22][CH2:21][CH2:20]1)(=[O:17])[CH:15]=[CH2:16].N(C(C)(C)C#N)=NC(C)(C)C#N. (2) Given the product [Cl:1][C:2]1[CH:10]=[C:9]2[C:5]([C:6]([CH2:19][CH:20]([CH3:21])[CH3:22])=[CH:7][N:8]2[C:11]2[S:12][CH:13]=[C:14]([C:16]([NH:32][S:29]([C:23]3[CH:28]=[CH:27][CH:26]=[CH:25][CH:24]=3)(=[O:31])=[O:30])=[O:18])[N:15]=2)=[CH:4][CH:3]=1, predict the reactants needed to synthesize it. The reactants are: [Cl:1][C:2]1[CH:10]=[C:9]2[C:5]([C:6]([CH2:19][CH:20]([CH3:22])[CH3:21])=[CH:7][N:8]2[C:11]2[S:12][CH:13]=[C:14]([C:16]([OH:18])=O)[N:15]=2)=[CH:4][CH:3]=1.[C:23]1([S:29]([NH2:32])(=[O:31])=[O:30])[CH:28]=[CH:27][CH:26]=[CH:25][CH:24]=1. (3) Given the product [NH2:26][CH:11]([C:10]1[CH:13]=[CH:14][C:7]([C:1]2[CH:6]=[CH:5][CH:4]=[CH:3][CH:2]=2)=[CH:8][CH:9]=1)[CH2:16][C:15]([OH:21])=[O:20], predict the reactants needed to synthesize it. The reactants are: [C:1]1([C:7]2[CH:14]=[CH:13][C:10]([CH:11]=O)=[CH:9][CH:8]=2)[CH:6]=[CH:5][CH:4]=[CH:3][CH:2]=1.[C:15]([OH:21])(=[O:20])[CH2:16]C(O)=O.C([O-])(=O)C.[NH4+:26].